From a dataset of Forward reaction prediction with 1.9M reactions from USPTO patents (1976-2016). Predict the product of the given reaction. (1) Given the reactants [NH2:1][C:2](=[O:23])[CH2:3][N:4]1[C:12]2[C:11](Br)=[CH:10][CH:9]=[CH:8][C:7]=2[C@@H:6]2[CH2:14][N:15]([C:18]([O:20][CH2:21][CH3:22])=[O:19])[CH2:16][CH2:17][C@H:5]12.C(=O)([O-])[O-].[K+].[K+].CNCCNC, predict the reaction product. The product is: [O:23]=[C:2]1[CH2:3][N:4]2[C@H:5]3[CH2:17][CH2:16][N:15]([C:18]([O:20][CH2:21][CH3:22])=[O:19])[CH2:14][C@H:6]3[C:7]3[C:12]2=[C:11]([CH:10]=[CH:9][CH:8]=3)[NH:1]1. (2) Given the reactants [C:1]1([CH2:7][S:8](Cl)(=[O:10])=[O:9])[CH:6]=[CH:5][CH:4]=[CH:3][CH:2]=1.C(N(C(C)C)CC)(C)C.[O:21]1[C:25]2[CH:26]=[CH:27][C:28]([C:30]3[N:34]=[C:33]([CH:35]4[CH2:40][CH2:39][NH:38][CH2:37][CH2:36]4)[NH:32][C:31]=3[C:41]3[CH:46]=[CH:45][CH:44]=[CH:43][N:42]=3)=[CH:29][C:24]=2[O:23][CH2:22]1.C(OC(N1CCC(C2NC(C3C=CC=CN=3)=C(C3C=CC4OCOC=4C=3)N=2)CC1)=O)C1C=CC=CC=1, predict the reaction product. The product is: [O:21]1[C:25]2[CH:26]=[CH:27][C:28]([C:30]3[N:34]=[C:33]([CH:35]4[CH2:36][CH2:37][N:38]([S:8]([CH2:7][C:1]5[CH:6]=[CH:5][CH:4]=[CH:3][CH:2]=5)(=[O:10])=[O:9])[CH2:39][CH2:40]4)[NH:32][C:31]=3[C:41]3[CH:46]=[CH:45][CH:44]=[CH:43][N:42]=3)=[CH:29][C:24]=2[O:23][CH2:22]1. (3) The product is: [Cl:11][C:12]1[CH:17]=[C:16]([S:8][C:3]2[CH:4]=[CH:5][CH:6]=[CH:7][C:2]=2[CH3:1])[CH:15]=[CH:14][N:13]=1. Given the reactants [CH3:1][C:2]1[CH:7]=[CH:6][CH:5]=[CH:4][C:3]=1[SH:8].[H-].[Na+].[Cl:11][C:12]1[CH:17]=[C:16]([N+]([O-])=O)[CH:15]=[CH:14][N:13]=1, predict the reaction product. (4) Given the reactants [Cl:1][C:2]1[CH:7]=[CH:6][C:5]([C:8]2[N:12]([C:13]3[CH:18]=[CH:17][C:16]([Cl:19])=[CH:15][C:14]=3[Cl:20])[N:11]=[C:10]([C:21](Cl)=[O:22])[C:9]=2[CH3:24])=[CH:4][CH:3]=1.[C:25]1([CH3:34])[CH:30]=[CH:29][C:28]([C:31]([NH2:33])=[O:32])=[CH:27][CH:26]=1.C[Si]([N-][Si](C)(C)C)(C)C.[Li+], predict the reaction product. The product is: [CH3:34][C:25]1[CH:30]=[CH:29][C:28]([C:31]([NH:33][C:21]([C:10]2[C:9]([CH3:24])=[C:8]([C:5]3[CH:4]=[CH:3][C:2]([Cl:1])=[CH:7][CH:6]=3)[N:12]([C:13]3[CH:18]=[CH:17][C:16]([Cl:19])=[CH:15][C:14]=3[Cl:20])[N:11]=2)=[O:22])=[O:32])=[CH:27][CH:26]=1. (5) Given the reactants [CH3:1][C:2]([O:9][CH2:10][CH3:11])([O:6]CC)OCC.C1N=CN(C([N:19]2[CH:23]=NC=C2)=O)C=1, predict the reaction product. The product is: [CH2:10]([O:9][C:2](=[O:6])/[C:1](/[C:23]#[N:19])=[C:2](\[O:9][CH2:10][CH3:11])/[CH3:1])[CH3:11]. (6) Given the reactants Cl[C:2]1[N:7]=[C:6]([N:8]([CH3:28])[CH2:9][CH2:10][CH2:11][O:12][C:13]2[CH:14]=[C:15]3[C:19](=[CH:20][CH:21]=2)[C@H:18]([CH2:22][C:23]([O:25][CH2:26][CH3:27])=[O:24])[CH2:17][CH2:16]3)[C:5]([CH3:29])=[CH:4][N:3]=1.[CH2:30]([C:32]1[CH:37]=[CH:36][C:35](B(O)O)=[CH:34][CH:33]=1)[CH3:31].C(Cl)Cl.C([O-])([O-])=O.[Na+].[Na+], predict the reaction product. The product is: [CH2:30]([C:32]1[CH:37]=[CH:36][C:35]([C:2]2[N:7]=[C:6]([N:8]([CH3:28])[CH2:9][CH2:10][CH2:11][O:12][C:13]3[CH:14]=[C:15]4[C:19](=[CH:20][CH:21]=3)[C@H:18]([CH2:22][C:23]([O:25][CH2:26][CH3:27])=[O:24])[CH2:17][CH2:16]4)[C:5]([CH3:29])=[CH:4][N:3]=2)=[CH:34][CH:33]=1)[CH3:31].